This data is from Catalyst prediction with 721,799 reactions and 888 catalyst types from USPTO. The task is: Predict which catalyst facilitates the given reaction. (1) Reactant: [NH2:1][C@@H:2]1[CH2:7][CH2:6][N:5]([C:8]([O:10][C:11]([CH3:14])([CH3:13])[CH3:12])=[O:9])[CH2:4][C@@H:3]1[C:15]1[CH:20]=[CH:19][CH:18]=[CH:17][CH:16]=1.[CH3:21][O:22][C:23]1[CH:30]=[CH:29][C:28]([N:31]2[C:35]([C:36]([F:39])([F:38])[F:37])=[N:34][N:33]=[N:32]2)=[CH:27][C:24]=1[CH:25]=O.C(Cl)Cl.O. Product: [CH3:21][O:22][C:23]1[CH:30]=[CH:29][C:28]([N:31]2[C:35]([C:36]([F:39])([F:37])[F:38])=[N:34][N:33]=[N:32]2)=[CH:27][C:24]=1[CH2:25][NH:1][C@@H:2]1[CH2:7][CH2:6][N:5]([C:8]([O:10][C:11]([CH3:14])([CH3:13])[CH3:12])=[O:9])[CH2:4][C@@H:3]1[C:15]1[CH:16]=[CH:17][CH:18]=[CH:19][CH:20]=1. The catalyst class is: 15. (2) Reactant: [F:1][CH:2]([CH:8]([O:11][C:12](=[O:16])[C:13]([CH3:15])=[CH2:14])[CH2:9][CH3:10])[C:3]([O:5]CC)=[O:4].[OH-].C[N+](C)(C)C. Product: [F:1][CH:2]([CH:8]([O:11][C:12](=[O:16])[C:13]([CH3:15])=[CH2:14])[CH2:9][CH3:10])[C:3]([OH:5])=[O:4]. The catalyst class is: 1. (3) Reactant: [C:1]([NH:18][C@H:19]([C:34](O)=[O:35])[CH2:20][CH2:21][CH2:22][NH:23][C:24]([O:26][CH2:27][C:28]1[CH:33]=[CH:32][CH:31]=[CH:30][CH:29]=1)=[O:25])([O:3][CH2:4][CH:5]1[C:17]2[C:12](=[CH:13][CH:14]=[CH:15][CH:16]=2)[C:11]2[C:6]1=[CH:7][CH:8]=[CH:9][CH:10]=2)=[O:2].C1C=CC2N(O)N=NC=2C=1.CCN=C=NCCCN(C)C.Cl.[NH2:59][CH2:60][CH2:61][C:62]1[C:70]2[C:65](=[CH:66][CH:67]=[CH:68][CH:69]=2)[NH:64][CH:63]=1. Product: [NH:64]1[C:65]2[C:70](=[CH:69][CH:68]=[CH:67][CH:66]=2)[C:62]([CH2:61][CH2:60][NH:59][C:34](=[O:35])[C@H:19]([CH2:20][CH2:21][CH2:22][NH:23][C:24]([O:26][CH2:27][C:28]2[CH:33]=[CH:32][CH:31]=[CH:30][CH:29]=2)=[O:25])[NH:18][C:1]([O:3][CH2:4][CH:5]2[C:6]3[C:11](=[CH:10][CH:9]=[CH:8][CH:7]=3)[C:12]3[C:17]2=[CH:16][CH:15]=[CH:14][CH:13]=3)=[O:2])=[CH:63]1. The catalyst class is: 3. (4) Reactant: [Cl:1][C:2]1[S:6][C:5]([C:7]([NH:9][CH:10]([C:12]2[CH:17]=[CH:16][C:15]([C:18]#[N:19])=[CH:14][CH:13]=2)[CH3:11])=[O:8])=[C:4]([CH2:20][C:21]2[CH:26]=[CH:25][CH:24]=[C:23]([Cl:27])[CH:22]=2)[CH:3]=1.[N:28]([Sn](CCCC)(CCCC)CCCC)=[N+:29]=[N-:30]. Product: [Cl:1][C:2]1[S:6][C:5]([C:7]([NH:9][CH:10]([C:12]2[CH:13]=[CH:14][C:15]([C:18]3[NH:30][N:29]=[N:28][N:19]=3)=[CH:16][CH:17]=2)[CH3:11])=[O:8])=[C:4]([CH2:20][C:21]2[CH:26]=[CH:25][CH:24]=[C:23]([Cl:27])[CH:22]=2)[CH:3]=1. The catalyst class is: 11. (5) Reactant: [NH2:1][C:2]1[NH:3][C:4](=[O:13])[C:5]2[C:10]([I:11])=[CH:9][N:8]([CH3:12])[C:6]=2[N:7]=1.[H-].[Na+].I[CH3:17]. Product: [NH2:1][C:2]1[N:3]([CH3:17])[C:4](=[O:13])[C:5]2[C:10]([I:11])=[CH:9][N:8]([CH3:12])[C:6]=2[N:7]=1. The catalyst class is: 35.